From a dataset of Reaction yield outcomes from USPTO patents with 853,638 reactions. Predict the reaction yield, written as a fraction of the theoretical maximum amount of product (1.0 means a 100% yield; for example, 0.34 means a 34% yield). (1) The catalyst is C(O)C. The product is [CH:15]1([CH2:14][CH:13]([C:20]2[CH:25]=[CH:24][C:23]([Cl:26])=[C:22]([Cl:27])[CH:21]=2)[C:12]([NH:11][C:8]2[S:9][CH:10]=[C:6]([C:4]([OH:5])=[O:3])[N:7]=2)=[O:28])[CH2:19][CH2:18][CH2:17][CH2:16]1. The reactants are C([O:3][C:4]([C:6]1[N:7]=[C:8]([NH:11][C:12](=[O:28])[CH:13]([C:20]2[CH:25]=[CH:24][C:23]([Cl:26])=[C:22]([Cl:27])[CH:21]=2)[CH2:14][CH:15]2[CH2:19][CH2:18][CH2:17][CH2:16]2)[S:9][CH:10]=1)=[O:5])C.[OH-].[Na+]. The yield is 0.710. (2) The reactants are [CH3:1][S:2][C:3]1[CH:4]=[C:5]([N:9]2[CH2:24][CH:12]3[CH2:13][N:14]([C:17]([O:19][C:20]([CH3:23])([CH3:22])[CH3:21])=[O:18])[CH2:15][CH2:16][N:11]3[C:10]2=[O:25])[CH:6]=[CH:7][CH:8]=1.ClC1C=CC=C(C(OO)=[O:34])C=1.[OH2:37]. The catalyst is C(OCC)(=O)C. The product is [CH3:1][S:2]([C:3]1[CH:4]=[C:5]([N:9]2[CH2:24][CH:12]3[CH2:13][N:14]([C:17]([O:19][C:20]([CH3:22])([CH3:21])[CH3:23])=[O:18])[CH2:15][CH2:16][N:11]3[C:10]2=[O:25])[CH:6]=[CH:7][CH:8]=1)(=[O:34])=[O:37]. The yield is 0.860. (3) The reactants are [CH3:1][O:2][C:3]1[CH:4]=[C:5]2[C:10](=[CH:11][C:12]=1[O:13][CH3:14])[N:9]=[CH:8][CH:7]=[C:6]2[O:15][C:16]1[CH:26]=[CH:25][C:19]([O:20][CH2:21][C:22]([OH:24])=O)=[CH:18][CH:17]=1.CCN=C=NCCCN(C)C.Cl.C1C=CC2N(O)N=NC=2C=1.[CH3:49][O:50][C:51]1[CH:56]=[CH:55][CH:54]=[C:53]([NH2:57])[CH:52]=1.C(=O)([O-])O.[Na+]. The catalyst is C(Cl)(Cl)Cl.O. The product is [CH3:49][O:50][C:51]1[CH:52]=[C:53]([NH:57][C:22](=[O:24])[CH2:21][O:20][C:19]2[CH:25]=[CH:26][C:16]([O:15][C:6]3[C:5]4[C:10](=[CH:11][C:12]([O:13][CH3:14])=[C:3]([O:2][CH3:1])[CH:4]=4)[N:9]=[CH:8][CH:7]=3)=[CH:17][CH:18]=2)[CH:54]=[CH:55][CH:56]=1. The yield is 0.890. (4) The reactants are [Cl:1][C:2]1[CH:7]=[C:6](I)[C:5]([F:9])=[CH:4][N:3]=1.[CH:10]1([C:13]2[N:14]=[CH:15][NH:16][CH:17]=2)[CH2:12][CH2:11]1.OC1C=CC=C2C=1N=CC=C2.C(=O)([O-])[O-].[Cs+].[Cs+]. The catalyst is C(#N)CCC. The product is [Cl:1][C:2]1[CH:7]=[C:6]([N:16]2[CH:17]=[C:13]([CH:10]3[CH2:12][CH2:11]3)[N:14]=[CH:15]2)[C:5]([F:9])=[CH:4][N:3]=1. The yield is 0.420. (5) The reactants are Cl[CH:2]([C:8](=O)[C:9]([F:12])([F:11])[F:10])[C:3]([O:5][CH2:6][CH3:7])=[O:4].[CH3:14][O:15][C:16]1[CH:17]=[C:18]([NH:28][C:29]([NH2:31])=[S:30])[CH:19]=[CH:20][C:21]=1[N:22]1[CH:26]=[C:25]([CH3:27])[N:24]=[CH:23]1. No catalyst specified. The product is [CH2:6]([O:5][C:3]([C:2]1[S:30][C:29]([NH:28][C:18]2[CH:19]=[CH:20][C:21]([N:22]3[CH:26]=[C:25]([CH3:27])[N:24]=[CH:23]3)=[C:16]([O:15][CH3:14])[CH:17]=2)=[N:31][C:8]=1[C:9]([F:12])([F:11])[F:10])=[O:4])[CH3:7]. The yield is 0.240. (6) The reactants are [CH3:1][O:2][C:3]1[C:11]([CH3:12])=[C:10]2[C:6]([C:7](=[O:13])[O:8][CH2:9]2)=[C:5]([O:14][CH2:15][CH2:16][Si:17]([CH3:20])([CH3:19])[CH3:18])[C:4]=1[CH2:21]C=O.C1(P(C2C=CC=CC=2)(C2C=CC=CC=2)=[C:31]([CH3:34])[CH:32]=[O:33])C=CC=CC=1.[C:47]1(C)C=CC=CC=1. No catalyst specified. The product is [CH3:1][O:2][C:3]1[C:11]([CH3:12])=[C:10]2[C:6]([C:7](=[O:13])[O:8][CH2:9]2)=[C:5]([O:14][CH2:15][CH2:16][Si:17]([CH3:18])([CH3:20])[CH3:19])[C:4]=1[CH2:21][CH:47]=[C:31]([CH3:34])[CH:32]=[O:33]. The yield is 0.830.